Predict the product of the given reaction. From a dataset of Forward reaction prediction with 1.9M reactions from USPTO patents (1976-2016). (1) Given the reactants [F:1][C:2]1[CH:3]=[C:4]([CH2:9][CH2:10][C:11]2[NH:15][N:14]=[C:13]([NH2:16])[CH:12]=2)[CH:5]=[C:6]([CH3:8])[CH:7]=1.Cl[C:18]1[CH:23]=[CH:22][N:21]=[C:20]([NH:24][CH2:25][C:26]2[O:30][N:29]=[C:28]([CH3:31])[CH:27]=2)[N:19]=1, predict the reaction product. The product is: [F:1][C:2]1[CH:3]=[C:4]([CH2:9][CH2:10][C:11]2[NH:15][N:14]=[C:13]([NH:16][C:18]3[CH:23]=[CH:22][N:21]=[C:20]([NH:24][CH2:25][C:26]4[O:30][N:29]=[C:28]([CH3:31])[CH:27]=4)[N:19]=3)[CH:12]=2)[CH:5]=[C:6]([CH3:8])[CH:7]=1. (2) Given the reactants [Br:1][C:2]1[S:3][CH:4]=[C:5]([CH:7]=[O:8])[N:6]=1.[CH2:9](O)[CH2:10][OH:11], predict the reaction product. The product is: [Br:1][C:2]1[S:3][CH:4]=[C:5]([CH:7]2[O:11][CH2:10][CH2:9][O:8]2)[N:6]=1. (3) Given the reactants C(OC(=O)C1[CH:10]=[CH:9][C:8]([C:11]([F:14])([F:13])[F:12])=[N:7][CH:6]=1)C.C[Mg]Cl.Cl.[Cl-].[Na+].C[O:23][C:24]([CH3:27])([CH3:26])[CH3:25], predict the reaction product. The product is: [F:12][C:11]([F:14])([F:13])[C:8]1[N:7]=[CH:6][C:25]([C:24]([OH:23])([CH3:27])[CH3:26])=[CH:10][CH:9]=1. (4) Given the reactants [O:1]=[C:2]([NH:14][C:15]1[CH:20]=[CH:19][CH:18]=[C:17]([C:21]([F:24])([F:23])[F:22])[CH:16]=1)[CH2:3][C:4]([O:6][CH2:7][C:8]1[CH:13]=[CH:12][CH:11]=[CH:10][CH:9]=1)=[O:5].[C:25]([C:28]([C:38](=[O:40])[CH3:39])=[CH:29][C:30]1[CH:37]=[CH:36][C:33]([C:34]#[N:35])=[CH:32][CH:31]=1)(=[O:27])[CH3:26].[F-].C([N+](CCCC)(CCCC)CCCC)CCC, predict the reaction product. The product is: [C:25]([CH:28]([C:38](=[O:40])[CH3:39])[CH:29]([C:30]1[CH:37]=[CH:36][C:33]([C:34]#[N:35])=[CH:32][CH:31]=1)[CH:3]([C:2]([NH:14][C:15]1[CH:20]=[CH:19][CH:18]=[C:17]([C:21]([F:22])([F:23])[F:24])[CH:16]=1)=[O:1])[C:4]([O:6][CH2:7][C:8]1[CH:9]=[CH:10][CH:11]=[CH:12][CH:13]=1)=[O:5])(=[O:27])[CH3:26]. (5) Given the reactants C(OC([NH:8][C@H:9]([CH3:40])[C:10]([O:12][C@@H:13]1[CH2:29][C@@H:28]2[C@@:16]([CH3:39])([C@@H:17]3[C@@H:25]([CH2:26][CH2:27]2)[C@:24]2([OH:30])[C@@:20]([CH3:38])([C@@H:21]([C:31]4[CH:32]=[CH:33][C:34](=[O:37])[O:35][CH:36]=4)[CH2:22][CH2:23]2)[CH2:19][CH2:18]3)[CH2:15][CH2:14]1)=[O:11])=O)(C)(C)C.Cl, predict the reaction product. The product is: [NH2:8][C@H:9]([CH3:40])[C:10]([O:12][C@@H:13]1[CH2:29][C@@H:28]2[C@@:16]([CH3:39])([C@@H:17]3[C@@H:25]([CH2:26][CH2:27]2)[C@:24]2([OH:30])[C@@:20]([CH3:38])([C@@H:21]([C:31]4[CH:32]=[CH:33][C:34](=[O:37])[O:35][CH:36]=4)[CH2:22][CH2:23]2)[CH2:19][CH2:18]3)[CH2:15][CH2:14]1)=[O:11]. (6) Given the reactants [Si:1]([O:8][CH2:9][C@@H:10]1[CH:15]=[C:14]([C:16](=[O:20])[N:17]([CH3:19])[CH3:18])[C@H:13](O)[CH2:12][N:11]1[C:22]([O:24][C:25]([CH3:28])([CH3:27])[CH3:26])=[O:23])([C:4]([CH3:7])([CH3:6])[CH3:5])([CH3:3])[CH3:2].[CH2:29]([O:32][NH:33][S:34]([C:37]1[CH:42]=[CH:41][CH:40]=[CH:39][C:38]=1[N+:43]([O-:45])=[O:44])(=[O:36])=[O:35])[CH:30]=[CH2:31].C1(P(C2C=CC=CC=2)C2C=CC=CC=2)C=CC=CC=1.N(/C(OC(C)C)=O)=N\C(OC(C)C)=O, predict the reaction product. The product is: [CH2:29]([O:32][N:33]([C@H:13]1[CH2:12][N:11]([C:22]([O:24][C:25]([CH3:28])([CH3:27])[CH3:26])=[O:23])[C@H:10]([CH2:9][O:8][Si:1]([C:4]([CH3:6])([CH3:7])[CH3:5])([CH3:3])[CH3:2])[CH:15]=[C:14]1[C:16](=[O:20])[N:17]([CH3:19])[CH3:18])[S:34]([C:37]1[CH:42]=[CH:41][CH:40]=[CH:39][C:38]=1[N+:43]([O-:45])=[O:44])(=[O:36])=[O:35])[CH:30]=[CH2:31].